This data is from Peptide-MHC class II binding affinity with 134,281 pairs from IEDB. The task is: Regression. Given a peptide amino acid sequence and an MHC pseudo amino acid sequence, predict their binding affinity value. This is MHC class II binding data. (1) The peptide sequence is DKFTVFEAAFNDAIK. The MHC is DRB1_0401 with pseudo-sequence DRB1_0401. The binding affinity (normalized) is 0.463. (2) The peptide sequence is TLGSTSADEVQRMMA. The MHC is HLA-DPA10103-DPB10301 with pseudo-sequence HLA-DPA10103-DPB10301. The binding affinity (normalized) is 0.153. (3) The peptide sequence is IPVMAYLVGLFAWVL. The MHC is HLA-DPA10103-DPB10401 with pseudo-sequence HLA-DPA10103-DPB10401. The binding affinity (normalized) is 0.393. (4) The binding affinity (normalized) is 0.548. The MHC is DRB1_1302 with pseudo-sequence DRB1_1302. The peptide sequence is GTSGSPIVNREGKIV.